Dataset: Reaction yield outcomes from USPTO patents with 853,638 reactions. Task: Predict the reaction yield, written as a fraction of the theoretical maximum amount of product (1.0 means a 100% yield; for example, 0.34 means a 34% yield). The reactants are [NH2:1][C:2]1[CH:3]=[CH:4][C:5]([O:11][C:12]([F:15])([F:14])[F:13])=[C:6]([CH:10]=1)[C:7]([OH:9])=O.C([O-])(O)=O.[Na+]. The catalyst is CN(C=O)C. The product is [O:9]1[C:10]2[CH:6]=[CH:5][CH:4]=[CH:3][C:2]=2[N:1]=[C:7]1[C:6]1[CH:10]=[C:2]([NH2:1])[CH:3]=[CH:4][C:5]=1[O:11][C:12]([F:15])([F:14])[F:13]. The yield is 0.220.